Dataset: Forward reaction prediction with 1.9M reactions from USPTO patents (1976-2016). Task: Predict the product of the given reaction. (1) Given the reactants [Cl:1][C:2]1[CH:20]=[C:19]([Cl:21])[CH:18]=[CH:17][C:3]=1[CH2:4][N:5]1[C:9]2=[N:10]C(C#N)=[CH:12][CH:13]=[C:8]2[N:7]=[C:6]1[CH3:16].[OH-:22].[Na+].[Na].Cl.[CH2:26]([OH:28])[CH3:27], predict the reaction product. The product is: [Cl:1][C:2]1[CH:20]=[C:19]([Cl:21])[CH:18]=[CH:17][C:3]=1[CH2:4][N:5]1[C:9]2=[N:10][C:27]([C:26]([OH:22])=[O:28])=[CH:12][CH:13]=[C:8]2[N:7]=[C:6]1[CH3:16]. (2) Given the reactants [C:1]1(=O)[CH2:7][CH2:6][CH2:5][CH2:4][CH2:3][C:2]1=O.COP([CH2:16][C:17]([C:19]1[CH:24]=[CH:23][C:22]([Cl:25])=[CH:21][C:20]=1[CH3:26])=O)(=O)OC.O.[NH2:28][NH2:29], predict the reaction product. The product is: [Cl:25][C:22]1[CH:23]=[CH:24][C:19]([C:17]2[N:29]=[N:28][C:2]3[CH2:3][CH2:4][CH2:5][CH2:6][CH2:7][C:1]=3[CH:16]=2)=[C:20]([CH3:26])[CH:21]=1. (3) Given the reactants [C:1]1([P:7](=[O:20])([C:14]2[CH:19]=[CH:18][CH:17]=[CH:16][CH:15]=2)[C:8]2[CH:13]=[CH:12][CH:11]=[CH:10][CH:9]=2)[CH:6]=[CH:5][CH:4]=[CH:3][CH:2]=1.[Al].C(Cl)(=O)C(Cl)=O.Cl, predict the reaction product. The product is: [C:14]1([P:7]([C:1]2[CH:2]=[CH:3][CH:4]=[CH:5][CH:6]=2)[C:8]2[CH:13]=[CH:12][CH:11]=[CH:10][CH:9]=2)[CH:15]=[CH:16][CH:17]=[CH:18][CH:19]=1.[C:1]1([P:7](=[O:20])([C:8]2[CH:13]=[CH:12][CH:11]=[CH:10][CH:9]=2)[C:14]2[CH:19]=[CH:18][CH:17]=[CH:16][CH:15]=2)[CH:2]=[CH:3][CH:4]=[CH:5][CH:6]=1. (4) Given the reactants [CH2:1]([CH2:7]Cl)[CH2:2][O:3][C:4](Cl)=[O:5].[NH2:9][C:10]1[CH:11]=[C:12]([Cl:34])[C:13]([N:16]2[CH2:33][CH2:32][CH2:31][C@:18]3([C:22](=[O:23])[N:21]([C@H:24]4[CH2:29][CH2:28][C@H:27]([OH:30])[CH2:26][CH2:25]4)[CH2:20][CH2:19]3)[CH2:17]2)=[N:14][CH:15]=1.CC(C)([O-])C.[K+].C(O)(C(F)(F)F)=O, predict the reaction product. The product is: [Cl:34][C:12]1[C:13]([N:16]2[CH2:33][CH2:32][CH2:31][C@:18]3([C:22](=[O:23])[N:21]([CH:24]4[CH2:25][CH2:26][CH:27]([OH:30])[CH2:28][CH2:29]4)[CH2:20][CH2:19]3)[CH2:17]2)=[N:14][CH:15]=[C:10]([N:9]2[CH2:7][CH2:1][CH2:2][O:3][C:4]2=[O:5])[CH:11]=1. (5) Given the reactants [NH2:1][C@H:2]([C:7]([OH:9])=[O:8])[C@H:3]([CH2:5][CH3:6])[CH3:4].F[C:11]1[CH:18]=[CH:17][C:16]([N+:19]([O-:21])=[O:20])=[CH:15][C:12]=1[C:13]#[N:14], predict the reaction product. The product is: [C:13]([C:12]1[CH:15]=[C:16]([N+:19]([O-:21])=[O:20])[CH:17]=[CH:18][C:11]=1[NH:1][C@@H:2]([C@@H:3]([CH3:4])[CH2:5][CH3:6])[C:7]([OH:9])=[O:8])#[N:14]. (6) Given the reactants [Cl:1][C:2]1[C:3]2[C:49]([F:50])=[CH:48][CH:47]=[C:46]([F:51])[C:4]=2[S:5][C:6]=1[C:7]([N:9]([CH2:25][C:26]1[CH:27]=[C:28]([C:34]2[CH:39]=[CH:38][C:37]([N:40]([S:42]([CH3:45])(=[O:44])=[O:43])[CH3:41])=[CH:36][CH:35]=2)[CH:29]=[CH:30][C:31]=1[O:32][CH3:33])[CH:10]1[CH2:15][CH2:14][CH:13]([N:16](C)[C:17](=O)OC(C)(C)C)[CH2:12][CH2:11]1)=[O:8].CCCCCC, predict the reaction product. The product is: [ClH:1].[CH3:45][S:42]([N:40]([CH3:41])[C:37]1[CH:38]=[CH:39][C:34]([C:28]2[CH:29]=[CH:30][C:31]([O:32][CH3:33])=[C:26]([CH2:25][N:9]([CH:10]3[CH2:11][CH2:12][CH:13]([NH:16][CH3:17])[CH2:14][CH2:15]3)[C:7]([C:6]3[S:5][C:4]4[C:46]([F:51])=[CH:47][CH:48]=[C:49]([F:50])[C:3]=4[C:2]=3[Cl:1])=[O:8])[CH:27]=2)=[CH:35][CH:36]=1)(=[O:43])=[O:44]. (7) Given the reactants CON(C(C)=O)[C:4](=[O:6])[CH3:5].[N:10]1([C:15]2[CH:16]=[C:17]([C:21]3([NH:27][CH2:28][CH:29]([OH:41])[CH:30]([NH2:40])[CH2:31][C:32]4[CH:37]=[C:36]([F:38])[CH:35]=[C:34]([F:39])[CH:33]=4)[CH2:23][CH:22]3[CH:24]([CH3:26])[CH3:25])[CH:18]=[CH:19][CH:20]=2)[CH:14]=[CH:13][CH:12]=[N:11]1.C(N(CC)CC)C, predict the reaction product. The product is: [N:10]1([C:15]2[CH:16]=[C:17]([C:21]3([NH:27][CH2:28][CH:29]([OH:41])[CH:30]([NH:40][C:4](=[O:6])[CH3:5])[CH2:31][C:32]4[CH:33]=[C:34]([F:39])[CH:35]=[C:36]([F:38])[CH:37]=4)[CH2:23][CH:22]3[CH:24]([CH3:25])[CH3:26])[CH:18]=[CH:19][CH:20]=2)[CH:14]=[CH:13][CH:12]=[N:11]1. (8) Given the reactants [F:1][C:2]1[CH:7]=[CH:6][C:5]([C@H:8]2[CH2:13][C@:12]([NH:17][C:18]([O:20][CH2:21][C:22]3[CH:27]=[CH:26][CH:25]=[CH:24][CH:23]=3)=[O:19])([CH2:14][CH:15]=[CH2:16])[CH2:11][CH2:10][N:9]2C(OC(C)(C)C)=O)=[C:4]([CH3:35])[CH:3]=1.C(O)(C(F)(F)F)=O.C([O-])(O)=O.[Na+], predict the reaction product. The product is: [C:22]1([CH2:21][O:20][C:18](=[O:19])[NH:17][C@@:12]2([CH2:14][CH:15]=[CH2:16])[CH2:11][CH2:10][NH:9][C@@H:8]([C:5]3[CH:6]=[CH:7][C:2]([F:1])=[CH:3][C:4]=3[CH3:35])[CH2:13]2)[CH:23]=[CH:24][CH:25]=[CH:26][CH:27]=1. (9) Given the reactants [OH:1][CH2:2][C@H:3]([NH:7][CH2:8][C:9]1[CH:14]=[CH:13][C:12]([O:15][CH3:16])=[CH:11][CH:10]=1)[C:4]([OH:6])=[O:5].[OH-].[Na+].Cl[CH2:20][C:21](Cl)=[O:22].Cl.[CH:25]1[CH:30]=[CH:29][C:28]([CH2:31]Br)=[CH:27][CH:26]=1.CCN(C(C)C)C(C)C, predict the reaction product. The product is: [CH2:31]([O:5][C:4]([C@@H:3]1[CH2:2][O:1][CH2:20][C:21](=[O:22])[N:7]1[CH2:8][C:9]1[CH:10]=[CH:11][C:12]([O:15][CH3:16])=[CH:13][CH:14]=1)=[O:6])[C:28]1[CH:29]=[CH:30][CH:25]=[CH:26][CH:27]=1.